This data is from Forward reaction prediction with 1.9M reactions from USPTO patents (1976-2016). The task is: Predict the product of the given reaction. (1) The product is: [F:17][C:18]1[CH:19]=[CH:20][C:21]([O:35][CH2:36][C:37]([N:4]([CH:1]([CH3:3])[CH3:2])[NH:5][C:6](=[O:16])[C:7]2[CH:12]=[CH:11][C:10]([NH:13][CH2:74][CH:75]([CH3:77])[CH3:76])=[CH:9][CH:8]=2)=[O:39])=[C:22]([C:24]2[CH:29]=[CH:28][CH:27]=[CH:26][C:25]=2[O:30][C:31]([F:34])([F:33])[F:32])[CH:23]=1. Given the reactants [CH:1]([NH:4][NH:5][C:6](=[O:16])[C:7]1[CH:12]=[CH:11][C:10]([N+:13]([O-])=O)=[CH:9][CH:8]=1)([CH3:3])[CH3:2].[F:17][C:18]1[CH:19]=[CH:20][C:21]([O:35][CH2:36][C:37]([OH:39])=O)=[C:22]([C:24]2[CH:29]=[CH:28][CH:27]=[CH:26][C:25]=2[O:30][C:31]([F:34])([F:33])[F:32])[CH:23]=1.CCN(C(C)C)C(C)C.C1CN([P+](Br)(N2CCCC2)N2CCCC2)CC1.F[P-](F)(F)(F)(F)F.Cl.[CH:74](=O)[CH:75]([CH3:77])[CH3:76], predict the reaction product. (2) Given the reactants C1CCC(N=C=NC2CCCCC2)CC1.[C:16]([C:24]1[CH:34]=[CH:33][C:27](OCC(O)=O)=[CH:26][CH:25]=1)(=[O:23])[C:17]1[CH:22]=[CH:21][CH:20]=[CH:19][CH:18]=1, predict the reaction product. The product is: [C:16]([C:24]1[CH:34]=[CH:33][CH:27]=[CH:26][CH:25]=1)(=[O:23])[C:17]1[CH:22]=[CH:21][CH:20]=[CH:19][CH:18]=1. (3) Given the reactants [O:1]=[C:2]1[N:7]([CH2:8][C:9]([O:11][C:12]([CH3:15])([CH3:14])[CH3:13])=[O:10])[C:6]2[CH2:16][CH2:17][C:18](=[O:19])[C:5]=2[C:4](OS(C(F)(F)F)(=O)=O)=[CH:3]1.[Cl:28][C:29]1[CH:30]=[CH:31][C:32]([C:38]#[N:39])=[C:33](B(O)O)[CH:34]=1.C(=O)([O-])[O-].[K+].[K+], predict the reaction product. The product is: [Cl:28][C:29]1[CH:34]=[CH:33][C:32]([C:38]#[N:39])=[C:31]([C:4]2[C:5]3[C:18](=[O:19])[CH2:17][CH2:16][C:6]=3[N:7]([CH2:8][C:9]([O:11][C:12]([CH3:15])([CH3:14])[CH3:13])=[O:10])[C:2](=[O:1])[CH:3]=2)[CH:30]=1. (4) Given the reactants [F:1][C:2]([F:35])([F:34])[C:3]1[CH:4]=[C:5]([C@H:13]([O:15][C@H:16]2[CH2:21][CH2:20][N:19]([C:22](=[O:27])[CH2:23][CH2:24][C:25]#[N:26])[CH2:18][C@H:17]2[C:28]2[CH:33]=[CH:32][CH:31]=[CH:30][CH:29]=2)[CH3:14])[CH:6]=[C:7]([C:9]([F:12])([F:11])[F:10])[CH:8]=1.O[NH2:37].[C:38](=[O:41])([O-])[OH:39].[Na+].O, predict the reaction product. The product is: [F:35][C:2]([F:1])([F:34])[C:3]1[CH:4]=[C:5]([C@H:13]([O:15][C@H:16]2[CH2:21][CH2:20][N:19]([C:22](=[O:27])[CH2:23][CH2:24][C:25]3[NH:37][C:38](=[O:41])[O:39][N:26]=3)[CH2:18][C@H:17]2[C:28]2[CH:29]=[CH:30][CH:31]=[CH:32][CH:33]=2)[CH3:14])[CH:6]=[C:7]([C:9]([F:11])([F:12])[F:10])[CH:8]=1. (5) The product is: [C:12]([O:16][C:17]([N:19]1[CH2:24][CH2:23][CH:22]([O:10][C:7]2[CH:8]=[CH:9][C:2]([Cl:1])=[C:3]([F:11])[C:4]=2[CH:5]=[O:6])[CH2:21][CH2:20]1)=[O:18])([CH3:15])([CH3:13])[CH3:14]. Given the reactants [Cl:1][C:2]1[C:3]([F:11])=[C:4]([C:7]([OH:10])=[CH:8][CH:9]=1)[CH:5]=[O:6].[C:12]([O:16][C:17]([N:19]1[CH2:24][CH2:23][CH:22](OS(C2C=CC(C)=CC=2)(=O)=O)[CH2:21][CH2:20]1)=[O:18])([CH3:15])([CH3:14])[CH3:13].C([O-])([O-])=O.[K+].[K+], predict the reaction product. (6) Given the reactants [Cl:1][C:2]1[CH:3]=[C:4]([N:8]([CH2:18][C@H:19]2[CH2:23][O:22][C:21]([NH2:24])=[N:20]2)CC2C=CC(OC)=CC=2)[CH:5]=[CH:6][CH:7]=1.C1(OC)C=CC=CC=1.FC(F)(F)C(O)=O, predict the reaction product. The product is: [Cl:1][C:2]1[CH:3]=[C:4]([NH:8][CH2:18][C@H:19]2[CH2:23][O:22][C:21]([NH2:24])=[N:20]2)[CH:5]=[CH:6][CH:7]=1. (7) Given the reactants [CH2:1]([C:3]1[CH:8]=[C:7]([C:9]2[N:13]=[C:12]([C:14]3[CH:19]=[C:18]([CH3:20])[N:17]=[C:16]([N:21]([CH:23]([CH3:25])[CH3:24])[CH3:22])[CH:15]=3)[O:11][N:10]=2)[CH:6]=[C:5]([CH3:26])[C:4]=1[CH2:27][CH2:28][C:29]([OH:31])=O)[CH3:2].CCN(C(C)C)C(C)C.C1CN([P+](ON2N=NC3C=CC=CC2=3)(N2CCCC2)N2CCCC2)CC1.F[P-](F)(F)(F)(F)F.[C:74]([O:78][C:79](=[O:83])[CH2:80][CH2:81][NH2:82])([CH3:77])([CH3:76])[CH3:75], predict the reaction product. The product is: [C:74]([O:78][C:79](=[O:83])[CH2:80][CH2:81][NH:82][C:29](=[O:31])[CH2:28][CH2:27][C:4]1[C:5]([CH3:26])=[CH:6][C:7]([C:9]2[N:13]=[C:12]([C:14]3[CH:19]=[C:18]([CH3:20])[N:17]=[C:16]([N:21]([CH:23]([CH3:24])[CH3:25])[CH3:22])[CH:15]=3)[O:11][N:10]=2)=[CH:8][C:3]=1[CH2:1][CH3:2])([CH3:77])([CH3:76])[CH3:75]. (8) Given the reactants [CH2:1]([N:8](C)[C@H:9]([C:11]([C@:13]([CH3:23])([OH:22])[C:14]([N:16]1[CH2:21][CH2:20][CH2:19][CH2:18][CH2:17]1)=[O:15])=[O:12])[CH3:10])C1C=CC=CC=1.[H][H], predict the reaction product. The product is: [CH3:1][NH:8][C@H:9]([C:11]([C@:13]([CH3:23])([OH:22])[C:14]([N:16]1[CH2:17][CH2:18][CH2:19][CH2:20][CH2:21]1)=[O:15])=[O:12])[CH3:10]. (9) Given the reactants [OH-].[Na+].[C:3]([C:6]1[CH:11]=[CH:10][C:9]([NH:12][C:13]([C:15]2[C:16]([C:21]3[CH:26]=[CH:25][C:24]([C:27]([F:30])([F:29])[F:28])=[CH:23][CH:22]=3)=[CH:17][CH:18]=[CH:19][CH:20]=2)=[O:14])=[CH:8][CH:7]=1)(=[O:5])[CH3:4].[CH:31]([C:33]1[N:38]=[C:37]([NH:39][C:40](=[O:42])[CH3:41])[CH:36]=[CH:35][CH:34]=1)=O.O, predict the reaction product. The product is: [C:40]([NH:39][C:37]1[N:38]=[C:33](/[CH:31]=[CH:4]/[C:3]([C:6]2[CH:7]=[CH:8][C:9]([NH:12][C:13]([C:15]3[C:16]([C:21]4[CH:22]=[CH:23][C:24]([C:27]([F:28])([F:29])[F:30])=[CH:25][CH:26]=4)=[CH:17][CH:18]=[CH:19][CH:20]=3)=[O:14])=[CH:10][CH:11]=2)=[O:5])[CH:34]=[CH:35][CH:36]=1)(=[O:42])[CH3:41].